Dataset: Forward reaction prediction with 1.9M reactions from USPTO patents (1976-2016). Task: Predict the product of the given reaction. (1) The product is: [O:14]1[C:18]2[CH:19]=[CH:20][CH:21]=[CH:22][C:17]=2[CH:16]=[C:15]1[CH2:23][N:24]([CH2:25][CH2:26][C:27]1[CH:32]=[CH:31][C:30]([Cl:33])=[C:29]([Cl:34])[CH:28]=1)[C:11]([C:9]1[CH:10]=[C:2]([Cl:1])[CH:3]=[C:4]2[C:8]=1[NH:7][CH:6]=[CH:5]2)=[O:13]. Given the reactants [Cl:1][C:2]1[CH:3]=[C:4]2[C:8](=[C:9]([C:11]([OH:13])=O)[CH:10]=1)[NH:7][CH:6]=[CH:5]2.[O:14]1[C:18]2[CH:19]=[CH:20][CH:21]=[CH:22][C:17]=2[CH:16]=[C:15]1[CH2:23][NH:24][CH2:25][CH2:26][C:27]1[CH:32]=[CH:31][C:30]([Cl:33])=[C:29]([Cl:34])[CH:28]=1.CN(C(ON1N=NC2C=CC=CC1=2)=[N+](C)C)C.[B-](F)(F)(F)F.C(N(CC)C(C)C)(C)C, predict the reaction product. (2) The product is: [Si:10]([O:17][C:18]1[CH:19]=[C:20]([CH:23]=[C:24]([O:26][Si:27]([C:30]([CH3:33])([CH3:32])[CH3:31])([CH3:28])[CH3:29])[CH:25]=1)[CH:21]([OH:22])[C:2]1[CH:7]=[CH:6][C:5]([O:8][CH3:9])=[CH:4][CH:3]=1)([C:13]([CH3:16])([CH3:15])[CH3:14])([CH3:12])[CH3:11]. Given the reactants Br[C:2]1[CH:7]=[CH:6][C:5]([O:8][CH3:9])=[CH:4][CH:3]=1.[Si:10]([O:17][C:18]1[CH:19]=[C:20]([CH:23]=[C:24]([O:26][Si:27]([C:30]([CH3:33])([CH3:32])[CH3:31])([CH3:29])[CH3:28])[CH:25]=1)[CH:21]=[O:22])([C:13]([CH3:16])([CH3:15])[CH3:14])([CH3:12])[CH3:11], predict the reaction product. (3) Given the reactants [CH3:1][N:2]1[C:6]([C:7]2[CH:19]=[N:18][C:17]3[C:16]4[C:15](F)=[CH:14][C:13](C(O)(C)C)=[CH:12][C:11]=4[N:10]([C@H:25]([C:32]4[CH:37]=[CH:36][CH:35]=[CH:34][CH:33]=4)[CH:26]4[CH2:31][CH2:30][O:29][CH2:28][CH2:27]4)[C:9]=3[CH:8]=2)=[C:5]([CH3:38])[N:4]=[N:3]1.C1([C@@H](C2CCOCC2)O)C=CC=CC=1.CN1C(C2C=NC3C4C=CC=[C:64]([S:72](C)(=[O:74])=[O:73])C=4NC=3C=2)=C(C)N=N1, predict the reaction product. The product is: [CH3:64][S:72]([C:12]1[C:11]2[N:10]([C@@H:25]([CH:26]3[CH2:31][CH2:30][O:29][CH2:28][CH2:27]3)[C:32]3[CH:33]=[CH:34][CH:35]=[CH:36][CH:37]=3)[C:9]3[CH:8]=[C:7]([C:6]4[N:2]([CH3:1])[N:3]=[N:4][C:5]=4[CH3:38])[CH:19]=[N:18][C:17]=3[C:16]=2[CH:15]=[CH:14][CH:13]=1)(=[O:74])=[O:73]. (4) Given the reactants [CH3:1][O:2][C:3]1[N:4]=[C:5]2[C:10](=[CH:11][CH:12]=1)[N:9]=[CH:8][CH:7]=[C:6]2[NH:13][C:14]([N:16]1[CH2:21][CH2:20][NH:19][CH2:18][CH2:17]1)=[O:15].[O:22]=[C:23]1[NH:28][C:27]2[CH:29]=[C:30]([CH2:33][CH2:34]OS(C)(=O)=O)[CH:31]=[CH:32][C:26]=2[S:25][CH2:24]1.C(N(CC)CC)C.C(#N)C, predict the reaction product. The product is: [CH3:1][O:2][C:3]1[N:4]=[C:5]2[C:10](=[CH:11][CH:12]=1)[N:9]=[CH:8][CH:7]=[C:6]2[NH:13][C:14]([N:16]1[CH2:21][CH2:20][N:19]([CH2:34][CH2:33][C:30]2[CH:31]=[CH:32][C:26]3[S:25][CH2:24][C:23](=[O:22])[NH:28][C:27]=3[CH:29]=2)[CH2:18][CH2:17]1)=[O:15]. (5) Given the reactants C[O:2][C:3]1[CH:4]=[C:5]2[C:10](=[CH:11][CH:12]=1)[N:9]=[C:8]([C:13]1[CH:18]=[CH:17][C:16]([C:19]([NH:21][NH:22][C:23]([O:25]C(C)(C)C)=O)=[S:20])=[CH:15][CH:14]=1)[CH:7]=[CH:6]2.[Al+3].[Cl-].[Cl-].[Cl-].CCOC(C)=O, predict the reaction product. The product is: [OH:2][C:3]1[CH:4]=[C:5]2[C:10](=[CH:11][CH:12]=1)[N:9]=[C:8]([C:13]1[CH:18]=[CH:17][C:16]([C:19]3[S:20][C:23](=[O:25])[NH:22][N:21]=3)=[CH:15][CH:14]=1)[CH:7]=[CH:6]2. (6) Given the reactants CCN(C(C)C)C(C)C.[C:10]1([N:16]2[CH:20]=[C:19]([C:21]([OH:23])=O)[CH:18]=[N:17]2)[CH:15]=[CH:14][CH:13]=[CH:12][CH:11]=1.C1C=CC2N(O)N=NC=2C=1.CCN=C=NCCCN(C)C.Cl.[NH2:46][CH2:47][C:48]([N:50]1[CH2:55][CH2:54][CH:53]([O:56][C:57]2[CH:62]=[CH:61][CH:60]=[CH:59][C:58]=2[Cl:63])[CH2:52][CH2:51]1)=[O:49], predict the reaction product. The product is: [Cl:63][C:58]1[CH:59]=[CH:60][CH:61]=[CH:62][C:57]=1[O:56][CH:53]1[CH2:52][CH2:51][N:50]([C:48](=[O:49])[CH2:47][NH:46][C:21]([C:19]2[CH:18]=[N:17][N:16]([C:10]3[CH:11]=[CH:12][CH:13]=[CH:14][CH:15]=3)[CH:20]=2)=[O:23])[CH2:55][CH2:54]1. (7) Given the reactants C(OC([NH:8][CH:9]([C:13]1[CH:18]=[CH:17][C:16]([CH3:19])=[CH:15][CH:14]=1)[C:10]([OH:12])=O)=O)(C)(C)C.C(N(CC)CC)C.CCN=C=NCCCN(C)C.[ClH:38].ON1C2C=CC=CC=2N=N1.[O:49]1[CH2:53][CH2:52][CH2:51][CH:50]1[CH2:54][NH2:55], predict the reaction product. The product is: [Cl-:38].[CH3:19][C:16]1[CH:15]=[CH:14][C:13]([CH:9]([NH3+:8])[C:10](=[O:12])[NH:55][CH2:54][CH:50]2[CH2:51][CH2:52][CH2:53][O:49]2)=[CH:18][CH:17]=1.